From a dataset of NCI-60 drug combinations with 297,098 pairs across 59 cell lines. Regression. Given two drug SMILES strings and cell line genomic features, predict the synergy score measuring deviation from expected non-interaction effect. (1) Drug 1: C1C(C(OC1N2C=C(C(=O)NC2=O)F)CO)O. Drug 2: CCC1(C2=C(COC1=O)C(=O)N3CC4=CC5=C(C=CC(=C5CN(C)C)O)N=C4C3=C2)O.Cl. Cell line: OVCAR-4. Synergy scores: CSS=12.2, Synergy_ZIP=-4.12, Synergy_Bliss=-1.98, Synergy_Loewe=-0.429, Synergy_HSA=0.273. (2) Drug 1: C1=CC=C(C=C1)NC(=O)CCCCCCC(=O)NO. Drug 2: C1CNP(=O)(OC1)N(CCCl)CCCl. Cell line: SF-295. Synergy scores: CSS=6.10, Synergy_ZIP=-0.251, Synergy_Bliss=1.56, Synergy_Loewe=-8.75, Synergy_HSA=-0.546. (3) Drug 1: C1=C(C(=O)NC(=O)N1)N(CCCl)CCCl. Drug 2: CN1C(=O)N2C=NC(=C2N=N1)C(=O)N. Cell line: A549. Synergy scores: CSS=35.6, Synergy_ZIP=5.65, Synergy_Bliss=7.35, Synergy_Loewe=-12.8, Synergy_HSA=3.48. (4) Drug 1: CC(C)(C#N)C1=CC(=CC(=C1)CN2C=NC=N2)C(C)(C)C#N. Drug 2: CCN(CC)CCCC(C)NC1=C2C=C(C=CC2=NC3=C1C=CC(=C3)Cl)OC. Cell line: NCI-H322M. Synergy scores: CSS=18.1, Synergy_ZIP=-4.45, Synergy_Bliss=0.485, Synergy_Loewe=-0.582, Synergy_HSA=-0.191.